Dataset: hERG potassium channel inhibition data for cardiac toxicity prediction from Karim et al.. Task: Regression/Classification. Given a drug SMILES string, predict its toxicity properties. Task type varies by dataset: regression for continuous values (e.g., LD50, hERG inhibition percentage) or binary classification for toxic/non-toxic outcomes (e.g., AMES mutagenicity, cardiotoxicity, hepatotoxicity). Dataset: herg_karim. The drug is Cc1ccc(CCN2CCC(C(O)(c3ccccc3)c3ccccc3)CC2)cc1. The result is 1 (blocker).